Dataset: Retrosynthesis with 50K atom-mapped reactions and 10 reaction types from USPTO. Task: Predict the reactants needed to synthesize the given product. (1) Given the product NCC1Cc2cc(F)cc(-c3ccccc3C(F)(F)F)c2O1, predict the reactants needed to synthesize it. The reactants are: [N-]=[N+]=NCC1Cc2cc(F)cc(-c3ccccc3C(F)(F)F)c2O1. (2) Given the product CC(C)COc1ccc(-c2ccc(C#N)s2)cc1[N+](=O)[O-], predict the reactants needed to synthesize it. The reactants are: CC(C)COc1ccc(Br)cc1[N+](=O)[O-].N#Cc1ccc(Br)s1.